This data is from Full USPTO retrosynthesis dataset with 1.9M reactions from patents (1976-2016). The task is: Predict the reactants needed to synthesize the given product. (1) Given the product [F:1][C:2]([F:12])([F:13])[C:3]1[CH:4]=[CH:5][C:6]([CH2:9][CH2:10][NH:11][C:14](=[O:16])[CH3:15])=[CH:7][CH:8]=1, predict the reactants needed to synthesize it. The reactants are: [F:1][C:2]([F:13])([F:12])[C:3]1[CH:8]=[CH:7][C:6]([CH2:9][CH2:10][NH2:11])=[CH:5][CH:4]=1.[C:14](OC(=O)C)(=[O:16])[CH3:15]. (2) Given the product [Br:24][C:25]1[CH:26]=[C:27]([F:23])[C:28]([C:31]#[N:32])=[N:29][CH:30]=1, predict the reactants needed to synthesize it. The reactants are: OS(O)(=O)=O.CCCC[N+](CCCC)(CCCC)CCCC.[F-:23].[Br:24][C:25]1[CH:26]=[C:27]([N+]([O-])=O)[C:28]([C:31]#[N:32])=[N:29][CH:30]=1. (3) The reactants are: [NH2:1][C:2]1[CH:3]=[C:4]2[C:8](=[CH:9][CH:10]=1)[N:7]([CH2:11][C:12]1[CH:17]=[CH:16][CH:15]=[CH:14][CH:13]=1)[C:6]([C:18]([O:20]CC)=[O:19])=[C:5]2[C:23]1[CH:24]=[C:25]2[C:29](=[CH:30][CH:31]=1)[NH:28][CH:27]=[CH:26]2.[C:32]1([S:38](Cl)(=[O:40])=[O:39])[CH:37]=[CH:36][CH:35]=[CH:34][CH:33]=1. Given the product [CH2:11]([N:7]1[C:8]2[C:4](=[CH:3][C:2]([NH:1][S:38]([C:32]3[CH:37]=[CH:36][CH:35]=[CH:34][CH:33]=3)(=[O:40])=[O:39])=[CH:10][CH:9]=2)[C:5]([C:23]2[CH:24]=[C:25]3[C:29](=[CH:30][CH:31]=2)[NH:28][CH:27]=[CH:26]3)=[C:6]1[C:18]([OH:20])=[O:19])[C:12]1[CH:13]=[CH:14][CH:15]=[CH:16][CH:17]=1, predict the reactants needed to synthesize it. (4) Given the product [Cl:8][C:5]1[N:4]=[CH:3][C:2]([C:15]2[CH:16]=[CH:17][C:12]([O:11][CH:10]([F:27])[F:9])=[CH:13][CH:14]=2)=[CH:7][N:6]=1, predict the reactants needed to synthesize it. The reactants are: Br[C:2]1[CH:3]=[N:4][C:5]([Cl:8])=[N:6][CH:7]=1.[F:9][CH:10]([F:27])[O:11][C:12]1[CH:17]=[CH:16][C:15](B2OC(C)(C)C(C)(C)O2)=[CH:14][CH:13]=1.C([O-])([O-])=O.[K+].[K+]. (5) Given the product [P:33]([OH:37])([OH:36])([OH:35])=[O:34].[F:1][C:2]1[CH:7]=[C:6]([N:8]2[CH2:12][C@H:11]([CH2:13][NH:14][C:15](=[O:17])[CH3:16])[O:10][C:9]2=[O:18])[CH:5]=[CH:4][C:3]=1[C:19]1[CH:24]=[CH:23][C:22]([CH2:25][NH:26][CH2:27][C:28]2[NH:32][N:31]=[N:30][CH:29]=2)=[CH:21][CH:20]=1, predict the reactants needed to synthesize it. The reactants are: [F:1][C:2]1[CH:7]=[C:6]([N:8]2[CH2:12][C@H:11]([CH2:13][NH:14][C:15](=[O:17])[CH3:16])[O:10][C:9]2=[O:18])[CH:5]=[CH:4][C:3]=1[C:19]1[CH:24]=[CH:23][C:22]([CH2:25][NH:26][CH2:27][C:28]2[NH:32][N:31]=[N:30][CH:29]=2)=[CH:21][CH:20]=1.[P:33](=[O:37])([OH:36])([OH:35])[OH:34].C(O)(C)C.